From a dataset of Full USPTO retrosynthesis dataset with 1.9M reactions from patents (1976-2016). Predict the reactants needed to synthesize the given product. (1) Given the product [CH3:1][O:2][CH2:3][CH:4]1[C@H:6]([CH2:7][OH:8])[C:5]1([CH3:21])[C:9]1[CH:10]=[C:11]([CH:18]([CH3:19])[CH3:20])[CH:12]=[C:13]([CH:15]([CH3:17])[CH3:16])[CH:14]=1, predict the reactants needed to synthesize it. The reactants are: [CH3:1][O:2][CH2:3][CH:4]1[C@@H:6]([CH2:7][OH:8])[C:5]1([CH3:21])[C:9]1[CH:14]=[C:13]([CH:15]([CH3:17])[CH3:16])[CH:12]=[C:11]([CH:18]([CH3:20])[CH3:19])[CH:10]=1.C([SiH2]OC(C)(C)C1[C@H](CO)C1(C1C=C(C(C)C)C=C(C(C)C)C=1)C)(C)(C)C. (2) Given the product [Cl:1][C:2]1[CH:11]=[C:10]2[C:5]([N:6]=[CH:7][C:8]([CH2:12][CH2:13][C:14]3[N:18]=[C:17]([N:19]4[CH2:20][CH2:21][CH2:22][CH2:23]4)[N:16]([CH2:24][C:25]4[CH:26]=[CH:27][C:28]([O:31][CH3:32])=[CH:29][CH:30]=4)[N:15]=3)=[N:9]2)=[CH:4][CH:3]=1, predict the reactants needed to synthesize it. The reactants are: [Cl:1][C:2]1[CH:11]=[C:10]2[C:5]([N:6]=[CH:7][C:8]([C:12]#[C:13][C:14]3[N:18]=[C:17]([N:19]4[CH2:23][CH2:22][CH2:21][CH2:20]4)[N:16]([CH2:24][C:25]4[CH:30]=[CH:29][C:28]([O:31][CH3:32])=[CH:27][CH:26]=4)[N:15]=3)=[N:9]2)=[CH:4][CH:3]=1. (3) Given the product [N+:9]([C:5]1[CH:4]=[C:3]([CH2:2][C:12]#[N:13])[CH:8]=[CH:7][CH:6]=1)([O-:11])=[O:10], predict the reactants needed to synthesize it. The reactants are: Br[CH2:2][C:3]1[CH:8]=[CH:7][CH:6]=[C:5]([N+:9]([O-:11])=[O:10])[CH:4]=1.[C-:12]#[N:13].[Na+]. (4) The reactants are: [Cl:1][C:2]1[C:3]([C:24]2[CH:29]=[CH:28][CH:27]=[C:26]([F:30])[N:25]=2)=[CH:4][C:5]([NH:8][C@H:9]2[CH2:14][CH2:13][C@H:12]([CH2:15][NH:16]C(=O)OC(C)(C)C)[CH2:11][CH2:10]2)=[N:6][CH:7]=1.Cl.O1CCOCC1. Given the product [NH2:16][CH2:15][C@H:12]1[CH2:11][CH2:10][C@H:9]([NH:8][C:5]2[CH:4]=[C:3]([C:24]3[CH:29]=[CH:28][CH:27]=[C:26]([F:30])[N:25]=3)[C:2]([Cl:1])=[CH:7][N:6]=2)[CH2:14][CH2:13]1, predict the reactants needed to synthesize it. (5) Given the product [C:13]1([C@@H:19]([NH:21][C:2]2[CH2:7][O:6][CH2:5][CH2:4][C:3]=2[C:8]([O:10][CH2:11][CH3:12])=[O:9])[CH3:20])[CH:18]=[CH:17][CH:16]=[CH:15][CH:14]=1, predict the reactants needed to synthesize it. The reactants are: O[C:2]1[CH2:7][O:6][CH2:5][CH2:4][C:3]=1[C:8]([O:10][CH2:11][CH3:12])=[O:9].[C:13]1([C@@H:19]([NH2:21])[CH3:20])[CH:18]=[CH:17][CH:16]=[CH:15][CH:14]=1. (6) Given the product [F:1][C:2]([F:22])([F:21])[C:3]1[CH:15]=[C:14]2[C:6]([C:7]3[CH:8]=[CH:9][C:10]([C:16]([NH2:23])=[O:17])=[CH:11][C:12]=3[NH:13]2)=[CH:5][CH:4]=1, predict the reactants needed to synthesize it. The reactants are: [F:1][C:2]([F:22])([F:21])[C:3]1[CH:15]=[C:14]2[C:6]([C:7]3[CH:8]=[CH:9][C:10]([C:16](OCC)=[O:17])=[CH:11][C:12]=3[NH:13]2)=[CH:5][CH:4]=1.[NH3:23].